This data is from Forward reaction prediction with 1.9M reactions from USPTO patents (1976-2016). The task is: Predict the product of the given reaction. Given the reactants [C:1]([C:3]1[C:8](=O)[NH:7][C:6]([C:10]([F:16])([F:15])[C:11]([F:14])([F:13])[F:12])=[C:5]([C:17]([O:19][CH2:20][CH3:21])=[O:18])[CH:4]=1)#[N:2].O=S(Cl)[Cl:24].CN(C=O)C, predict the reaction product. The product is: [Cl:24][C:8]1[C:3]([C:1]#[N:2])=[CH:4][C:5]([C:17]([O:19][CH2:20][CH3:21])=[O:18])=[C:6]([C:10]([F:16])([F:15])[C:11]([F:14])([F:13])[F:12])[N:7]=1.